Dataset: Catalyst prediction with 721,799 reactions and 888 catalyst types from USPTO. Task: Predict which catalyst facilitates the given reaction. (1) Reactant: [CH3:1][O:2][C:3](=[O:15])[C:4]1[CH:9]=[CH:8][C:7]([C:10]([F:13])([F:12])[F:11])=[C:6]([OH:14])[CH:5]=1.[F:16][C:17]([F:30])([F:29])[S:18](O[S:18]([C:17]([F:30])([F:29])[F:16])(=[O:20])=[O:19])(=[O:20])=[O:19].C(=O)(O)[O-].[Na+]. Product: [CH3:1][O:2][C:3](=[O:15])[C:4]1[CH:9]=[CH:8][C:7]([C:10]([F:13])([F:12])[F:11])=[C:6]([O:14][S:18]([C:17]([F:30])([F:29])[F:16])(=[O:20])=[O:19])[CH:5]=1. The catalyst class is: 166. (2) Reactant: [CH3:1][N:2]([CH3:27])[C:3]([S:5][C:6]1[CH:11]=[CH:10][C:9]([CH2:12][CH2:13][CH2:14][CH2:15][N:16]2C(=O)C3=CC=CC=C3C2=O)=[CH:8][CH:7]=1)=[O:4].CN. Product: [CH3:27][N:2]([CH3:1])[C:3]([S:5][C:6]1[CH:11]=[CH:10][C:9]([CH2:12][CH2:13][CH2:14][CH2:15][NH2:16])=[CH:8][CH:7]=1)=[O:4]. The catalyst class is: 8. (3) Product: [CH3:1][O:2][C:3]1[CH:11]=[CH:10][C:6]2[O:7][CH2:8][O:9][C:5]=2[C:4]=1[CH:28]=[O:29]. Reactant: [CH3:1][O:2][C:3]1[CH:11]=[CH:10][C:6]2[O:7][CH2:8][O:9][C:5]=2[CH:4]=1.CN(C)CCN(C)C.[Li]CCCC.CN([CH:28]=[O:29])C.[NH4+].[Cl-]. The catalyst class is: 116. (4) Reactant: [F:1][C:2]1[CH:35]=[C:34]([F:36])[CH:33]=[CH:32][C:3]=1[CH2:4][N:5]([CH2:29][CH2:30][CH3:31])[C:6](=[O:28])[CH2:7][O:8][C:9]1[CH:14]=[CH:13][C:12]([CH2:15][CH2:16][O:17][C:18]2[CH:27]=[CH:26][CH:25]=[CH:24][C:19]=2[C:20]([O:22]C)=[O:21])=[CH:11][CH:10]=1.[OH-].[Li+]. Product: [F:1][C:2]1[CH:35]=[C:34]([F:36])[CH:33]=[CH:32][C:3]=1[CH2:4][N:5]([CH2:29][CH2:30][CH3:31])[C:6](=[O:28])[CH2:7][O:8][C:9]1[CH:14]=[CH:13][C:12]([CH2:15][CH2:16][O:17][C:18]2[CH:27]=[CH:26][CH:25]=[CH:24][C:19]=2[C:20]([OH:22])=[O:21])=[CH:11][CH:10]=1. The catalyst class is: 20. (5) Reactant: [NH2:1][C:2]1[N:7]=[CH:6][C:5]([C:8]([O:10][CH2:11]C)=[O:9])=[CH:4][CH:3]=1.[CH3:13][S:14](Cl)(=[O:16])=[O:15]. Product: [CH3:13][S:14]([NH:1][C:2]1[N:7]=[CH:6][C:5]([C:8]([O:10][CH3:11])=[O:9])=[CH:4][CH:3]=1)(=[O:16])=[O:15]. The catalyst class is: 17.